From a dataset of Catalyst prediction with 721,799 reactions and 888 catalyst types from USPTO. Predict which catalyst facilitates the given reaction. (1) Reactant: C([SiH](CC)CC)C.[C:8]([N:11]1[C:19]2[C:14](=[CH:15][C:16]([C:20](=O)[CH2:21][Br:22])=[CH:17][CH:18]=2)[CH2:13][CH2:12]1)(=[O:10])[CH3:9]. Product: [Br:22][CH2:21][CH2:20][C:16]1[CH:15]=[C:14]2[C:19](=[CH:18][CH:17]=1)[N:11]([C:8](=[O:10])[CH3:9])[CH2:12][CH2:13]2. The catalyst class is: 55. (2) Reactant: [CH3:1][C:2]1[C:7]([CH3:8])=[C:6]([O:9][CH2:10][C:11]2[C:19]3[O:18][C:17]([CH3:20])=[CH:16][C:15]=3[CH:14]=[C:13]([CH2:21][CH2:22][CH2:23][S:24][CH3:25])[CH:12]=2)[CH:5]=[CH:4][C:3]=1[CH2:26][CH2:27][C:28]([O:30]CC)=[O:29].[Li+].[OH-].Cl. The catalyst class is: 30. Product: [CH3:1][C:2]1[C:7]([CH3:8])=[C:6]([O:9][CH2:10][C:11]2[C:19]3[O:18][C:17]([CH3:20])=[CH:16][C:15]=3[CH:14]=[C:13]([CH2:21][CH2:22][CH2:23][S:24][CH3:25])[CH:12]=2)[CH:5]=[CH:4][C:3]=1[CH2:26][CH2:27][C:28]([OH:30])=[O:29]. (3) Reactant: [Br:1][C:2]1[N:7]=[CH:6][C:5]([NH:8][C:9](=O)[CH2:10][O:11][CH3:12])=[C:4]([NH:14][CH:15]([CH3:17])[CH3:16])[CH:3]=1.C(=O)([O-])[O-].[K+].[K+]. Product: [Br:1][C:2]1[N:7]=[CH:6][C:5]2[N:8]=[C:9]([CH2:10][O:11][CH3:12])[N:14]([CH:15]([CH3:17])[CH3:16])[C:4]=2[CH:3]=1. The catalyst class is: 35. (4) Reactant: [OH:1][C@H:2]([CH2:36][O:37][Si:38]([CH:45]([CH3:47])[CH3:46])([CH:42]([CH3:44])[CH3:43])[CH:39]([CH3:41])[CH3:40])[C@H:3]([NH:5][C:6]([C:8]1[NH:9][C:10]([C:13]2[CH:18]=[C:17]([O:19][C:20]3[CH:21]=[N:22][C:23]([S:26]([CH3:29])(=[O:28])=[O:27])=[CH:24][CH:25]=3)[CH:16]=[C:15]([O:30][C@@H:31]([CH3:35])[CH2:32][O:33][CH3:34])[CH:14]=2)=[CH:11][CH:12]=1)=O)[CH3:4].CS(O)(=O)=O.C(N(CC)CC)C.C(=O)([O-])O.[Na+]. Product: [CH3:34][O:33][CH2:32][C@H:31]([CH3:35])[O:30][C:15]1[CH:16]=[C:17]([CH:18]=[C:13]([C:10]2[NH:9][C:8]([C:6]3[O:1][C@@H:2]([CH2:36][O:37][Si:38]([CH:45]([CH3:47])[CH3:46])([CH:39]([CH3:41])[CH3:40])[CH:42]([CH3:44])[CH3:43])[C@@H:3]([CH3:4])[N:5]=3)=[CH:12][CH:11]=2)[CH:14]=1)[O:19][C:20]1[CH:25]=[CH:24][C:23]([S:26]([CH3:29])(=[O:27])=[O:28])=[N:22][CH:21]=1. The catalyst class is: 7. (5) Reactant: [C:1]([O:5][C:6](=[O:24])[C:7]1[CH:12]=[CH:11][C:10]([N+:13]([O-])=O)=[C:9]([NH:16][CH2:17][CH2:18][C:19]([O:21][CH2:22][CH3:23])=[O:20])[CH:8]=1)([CH3:4])([CH3:3])[CH3:2]. Product: [C:1]([O:5][C:6](=[O:24])[C:7]1[CH:12]=[CH:11][C:10]([NH2:13])=[C:9]([NH:16][CH2:17][CH2:18][C:19]([O:21][CH2:22][CH3:23])=[O:20])[CH:8]=1)([CH3:3])([CH3:4])[CH3:2]. The catalyst class is: 29. (6) Reactant: [CH2:1]([C:5]12[CH2:17][CH2:16][C:15](=[O:18])[C:14]([CH3:19])=[C:13]1[C:12]1[C:7](=[CH:8][C:9]([OH:20])=[CH:10][CH:11]=1)[CH2:6]2)[CH2:2][CH2:3][CH3:4].C(N(CC)C(C)C)(C)C.[CH3:30][O:31][CH2:32]Cl. Product: [CH2:1]([C:5]12[CH2:17][CH2:16][C:15](=[O:18])[C:14]([CH3:19])=[C:13]1[C:12]1[C:7](=[CH:8][C:9]([O:20][CH2:30][O:31][CH3:32])=[CH:10][CH:11]=1)[CH2:6]2)[CH2:2][CH2:3][CH3:4]. The catalyst class is: 508.